Predict the product of the given reaction. From a dataset of Forward reaction prediction with 1.9M reactions from USPTO patents (1976-2016). (1) Given the reactants [Cl:1][C:2]1[N:7]=[C:6](Cl)[C:5]([Cl:9])=[CH:4][N:3]=1.[CH3:10][S-:11].[Na+].CCCCCC, predict the reaction product. The product is: [Cl:1][C:2]1[N:7]=[C:6]([S:11][CH3:10])[C:5]([Cl:9])=[CH:4][N:3]=1. (2) Given the reactants [N:1]1[C:10]2[C:5](=[CH:6][C:7]([NH2:11])=[CH:8][CH:9]=2)[CH:4]=[CH:3][CH:2]=1.[N:12]([O-])=O.[Na+].O.O.[Cl:18][Sn]Cl, predict the reaction product. The product is: [ClH:18].[N:1]1[C:10]2[C:5](=[CH:6][C:7]([NH:11][NH2:12])=[CH:8][CH:9]=2)[CH:4]=[CH:3][CH:2]=1. (3) Given the reactants [CH3:1][C:2]1[CH:15]=[C:14]([C:16]([C:18]([F:21])([F:20])[F:19])=[CH2:17])[CH:13]=[CH:12][C:3]=1[NH:4]C(=O)OC(C)(C)C.FC(F)(F)C(O)=O, predict the reaction product. The product is: [CH3:1][C:2]1[CH:15]=[C:14]([C:16]([C:18]([F:19])([F:21])[F:20])=[CH2:17])[CH:13]=[CH:12][C:3]=1[NH2:4]. (4) Given the reactants [Cl:1][C:2]1[C:3]([C:10]2[CH:15]=[C:14]([Cl:16])[CH:13]=[CH:12][C:11]=2[C:17]([F:20])([F:19])[F:18])=[CH:4][C:5]([O:8]C)=[N:6][CH:7]=1.Cl.[NH+]1C=CC=CC=1, predict the reaction product. The product is: [Cl:1][C:2]1[C:3]([C:10]2[CH:15]=[C:14]([Cl:16])[CH:13]=[CH:12][C:11]=2[C:17]([F:18])([F:19])[F:20])=[CH:4][C:5](=[O:8])[NH:6][CH:7]=1. (5) Given the reactants [NH2:1][C:2]1[C:7]([N:8]2[CH2:13][CH2:12][N:11]([C:14]([O:16][C:17]([CH3:20])([CH3:19])[CH3:18])=[O:15])[C@@H:10]([CH2:21][C:22]3[CH:27]=[CH:26][CH:25]=[CH:24][CH:23]=3)[CH2:9]2)=[N:6][C:5]([Br:28])=[CH:4][N:3]=1.[CH3:29]C(C)([O-])C.[K+].IC.C(OCC)(=O)C, predict the reaction product. The product is: [C:14]([N:11]1[CH2:12][CH2:13][N:8]([C:7]2[C:2]([NH:1][CH3:29])=[N:3][CH:4]=[C:5]([Br:28])[N:6]=2)[CH2:9][C@@H:10]1[CH2:21][C:22]1[CH:23]=[CH:24][CH:25]=[CH:26][CH:27]=1)([O:16][C:17]([CH3:19])([CH3:20])[CH3:18])=[O:15]. (6) Given the reactants [NH2:1][C:2]1[C:3](S(O)(=O)=O)=[CH:4][CH:5]=[C:6](S(O)(=O)=O)[CH:7]=1.[C:16](#[N:18])[CH3:17], predict the reaction product. The product is: [C:2](#[N:1])[C:7]1[C:17](=[CH:3][CH:4]=[CH:5][CH:6]=1)[C:16]#[N:18].